This data is from Full USPTO retrosynthesis dataset with 1.9M reactions from patents (1976-2016). The task is: Predict the reactants needed to synthesize the given product. (1) Given the product [Br:1][C:2]1[CH:7]=[C:6]([Cl:21])[CH:5]=[C:4]([Br:8])[N:3]=1, predict the reactants needed to synthesize it. The reactants are: [Br:1][C:2]1[CH:7]=[CH:6][CH:5]=[C:4]([Br:8])[N:3]=1.[Cl-].[Li+].CC1(C)CCCC(C)(C)N1[Mg][Cl:21].ClC(Cl)(Cl)C(Cl)(Cl)Cl.[Cl-].[NH4+]. (2) Given the product [Br:1][C:2]1[CH:25]=[N:24][C:5]2=[N:6][C:7]([N:11]3[CH2:14][CH:13]([N:15]([CH3:23])[C:16](=[O:22])[O:17][C:18]([CH3:21])([CH3:20])[CH3:19])[CH2:12]3)=[C:8]([NH:26][CH2:27][CH2:28][OH:29])[N:9]=[C:4]2[CH:3]=1, predict the reactants needed to synthesize it. The reactants are: [Br:1][C:2]1[CH:25]=[N:24][C:5]2=[N:6][C:7]([N:11]3[CH2:14][CH:13]([N:15]([CH3:23])[C:16](=[O:22])[O:17][C:18]([CH3:21])([CH3:20])[CH3:19])[CH2:12]3)=[C:8](Cl)[N:9]=[C:4]2[CH:3]=1.[NH2:26][CH2:27][CH2:28][OH:29]. (3) Given the product [C:7]1([N:1]2[CH:5]=[N:4][CH:3]=[N:2]2)[CH:12]=[CH:11][CH:10]=[CH:9][CH:8]=1, predict the reactants needed to synthesize it. The reactants are: [NH:1]1[CH:5]=[N:4][CH:3]=[N:2]1.I[C:7]1[CH:12]=[CH:11][CH:10]=[CH:9][CH:8]=1. (4) Given the product [I:25][C:5]1[C:6]2[C:11](=[CH:10][CH:9]=[C:8]([CH:12]3[CH2:17][CH2:16][N:15]([C:18]([O:20][C:21]([CH3:24])([CH3:23])[CH3:22])=[O:19])[CH2:14][CH2:13]3)[CH:7]=2)[NH:3][N:4]=1, predict the reactants needed to synthesize it. The reactants are: [OH-].[K+].[NH:3]1[C:11]2[C:6](=[CH:7][C:8]([CH:12]3[CH2:17][CH2:16][N:15]([C:18]([O:20][C:21]([CH3:24])([CH3:23])[CH3:22])=[O:19])[CH2:14][CH2:13]3)=[CH:9][CH:10]=2)[CH:5]=[N:4]1.[I:25]I.[O-]S([O-])(=S)=O.[Na+].[Na+]. (5) Given the product [CH2:9]([O:8][C:6]([C:5]1[C:4](=[O:15])[NH:31][C:27]([N:25]2[CH2:24][CH:23]([C:21]([O:20][C:16]([CH3:19])([CH3:18])[CH3:17])=[O:22])[CH2:26]2)=[C:28]([C:29]#[N:30])[CH:11]=1)=[O:7])[CH3:10], predict the reactants needed to synthesize it. The reactants are: C(O[C:4](=[O:15])[C:5](=[CH:11]OCC)[C:6]([O:8][CH2:9][CH3:10])=[O:7])C.[C:16]([O:20][C:21]([CH:23]1[CH2:26][N:25]([C:27](=[NH:31])[CH2:28][C:29]#[N:30])[CH2:24]1)=[O:22])([CH3:19])([CH3:18])[CH3:17].